This data is from Reaction yield outcomes from USPTO patents with 853,638 reactions. The task is: Predict the reaction yield, written as a fraction of the theoretical maximum amount of product (1.0 means a 100% yield; for example, 0.34 means a 34% yield). (1) The reactants are [C:1]([O:5][C:6]([N:8]1[CH:14]([C:15]([OH:17])=O)[CH2:13][C:10]2([CH2:12][CH2:11]2)[CH2:9]1)=[O:7])([CH3:4])([CH3:3])[CH3:2].[NH3:18]. No catalyst specified. The product is [C:15]([CH:14]1[CH2:13][C:10]2([CH2:12][CH2:11]2)[CH2:9][N:8]1[C:6]([O:5][C:1]([CH3:4])([CH3:3])[CH3:2])=[O:7])(=[O:17])[NH2:18]. The yield is 0.780. (2) The catalyst is O. The reactants are [C:1](Cl)(=[O:4])[CH:2]=[CH2:3].[OH:6][C:7]12[CH2:16][CH:11]3[CH2:12][CH:13]([CH2:15][C:9]([C:17]([CH3:20])([CH3:19])[OH:18])([CH2:10]3)[CH2:8]1)[CH2:14]2.C(N(CC)CC)C.O1CCCC1. The product is [C:1]([O:18][C:17]([C:9]12[CH2:15][CH:13]3[CH2:12][CH:11]([CH2:16][C:7]([OH:6])([CH2:14]3)[CH2:8]1)[CH2:10]2)([CH3:20])[CH3:19])(=[O:4])[CH:2]=[CH2:3]. The yield is 0.230.